This data is from Forward reaction prediction with 1.9M reactions from USPTO patents (1976-2016). The task is: Predict the product of the given reaction. (1) The product is: [CH3:12][O:13][C:14]1[CH:15]=[C:16]([CH2:20][C:4](=[O:6])[CH2:3][C:1]#[N:2])[CH:17]=[CH:18][CH:19]=1. Given the reactants [C:1]([CH2:3][C:4]([OH:6])=O)#[N:2].[Li]CCCC.[CH3:12][O:13][C:14]1[CH:15]=[C:16]([CH2:20]C(Cl)=O)[CH:17]=[CH:18][CH:19]=1.Cl, predict the reaction product. (2) The product is: [CH:1]([O:4][C:5]1[CH:6]=[C:7]([C:15]2[O:19][N:18]=[C:17]([C:20]3[CH:28]=[CH:27][C:38]4[N:37]([CH3:36])[C:39]5[CH:29]([CH2:32][C:33]([O:35][CH3:44])=[O:34])[CH2:30][CH2:31][C:23]=5[C:22]=4[CH:21]=3)[N:16]=2)[CH:8]=[C:9]([C:11]([F:12])([F:14])[F:13])[CH:10]=1)([CH3:2])[CH3:3]. Given the reactants [CH:1]([O:4][C:5]1[CH:6]=[C:7]([C:15]2[O:19][N:18]=[C:17]([C:20]3[CH:28]=[CH:27]C4NC5[CH:29]([CH2:32][C:33]([OH:35])=[O:34])[CH2:30][CH2:31][C:23]=5[C:22]=4[CH:21]=3)[N:16]=2)[CH:8]=[C:9]([C:11]([F:14])([F:13])[F:12])[CH:10]=1)([CH3:3])[CH3:2].[CH3:36][N:37]([CH:39]=O)[CH3:38].[H-].[Na+].I[CH3:44].Cl, predict the reaction product. (3) Given the reactants Cl[C:2]1[C:11]2=[N:12][N:13](CC3C=CC(OC)=CC=3)[CH:14]=[C:10]2[C:9]2[CH:8]=[C:7]([O:24][CH3:25])[CH:6]=[CH:5][C:4]=2[N:3]=1.[C:26]([N:30]1[CH2:35][CH2:34][N:33]([C:36]2[CH:42]=[CH:41][C:39]([NH2:40])=[CH:38][CH:37]=2)[CH2:32][CH2:31]1)([CH3:29])([CH3:28])[CH3:27].Cl, predict the reaction product. The product is: [C:26]([N:30]1[CH2:35][CH2:34][N:33]([C:36]2[CH:37]=[CH:38][C:39]([NH:40][C:2]3[C:11]4=[N:12][NH:13][CH:14]=[C:10]4[C:9]4[CH:8]=[C:7]([O:24][CH3:25])[CH:6]=[CH:5][C:4]=4[N:3]=3)=[CH:41][CH:42]=2)[CH2:32][CH2:31]1)([CH3:29])([CH3:27])[CH3:28]. (4) Given the reactants C([N:8]1[CH:13]2[CH2:14][CH2:15][CH:9]1[CH2:10][C:11]([C:17]1[CH:22]=[CH:21][CH:20]=[CH:19][CH:18]=1)([OH:16])[CH2:12]2)C1C=CC=CC=1.C([O-])=O.[NH4+], predict the reaction product. The product is: [C:17]1([C:11]2([OH:16])[CH2:10][CH:9]3[NH:8][CH:13]([CH2:14][CH2:15]3)[CH2:12]2)[CH:18]=[CH:19][CH:20]=[CH:21][CH:22]=1.